Dataset: Catalyst prediction with 721,799 reactions and 888 catalyst types from USPTO. Task: Predict which catalyst facilitates the given reaction. Reactant: [Si]([O:8][CH2:9][C:10]([NH:13][C:14]([C:16]1[C:24]2[C:19](=[N:20][CH:21]=[C:22]([C:25]3[C:33]4[C:28](=[CH:29][C:30]([CH3:34])=[CH:31][CH:32]=4)[NH:27][N:26]=3)[N:23]=2)[NH:18][CH:17]=1)=[O:15])([CH3:12])[CH3:11])(C(C)(C)C)(C)C.Cl. Product: [OH:8][CH2:9][C:10]([NH:13][C:14]([C:16]1[C:24]2[C:19](=[N:20][CH:21]=[C:22]([C:25]3[C:33]4[C:28](=[CH:29][C:30]([CH3:34])=[CH:31][CH:32]=4)[NH:27][N:26]=3)[N:23]=2)[NH:18][CH:17]=1)=[O:15])([CH3:11])[CH3:12]. The catalyst class is: 12.